This data is from Reaction yield outcomes from USPTO patents with 853,638 reactions. The task is: Predict the reaction yield, written as a fraction of the theoretical maximum amount of product (1.0 means a 100% yield; for example, 0.34 means a 34% yield). (1) The reactants are [CH3:1][O:2][C:3](=[O:22])[C:4]1[CH:9]=[CH:8][C:7]([C:10](=[O:20])/[CH:11]=[CH:12]/[C:13]2[CH:18]=[CH:17][CH:16]=[C:15]([OH:19])[CH:14]=2)=[CH:6][C:5]=1[Cl:21]. The catalyst is C(OCC)(=O)C.[Pd]. The product is [Cl:21][C:5]1[CH:6]=[C:7]([C:10](=[O:20])[CH2:11][CH2:12][C:13]2[CH:18]=[CH:17][CH:16]=[C:15]([OH:19])[CH:14]=2)[CH:8]=[CH:9][C:4]=1[C:3]([O:2][CH3:1])=[O:22].[Cl:21][C:5]1[CH:6]=[C:7]([CH:10]([OH:20])[CH2:11][CH2:12][C:13]2[CH:18]=[CH:17][CH:16]=[C:15]([OH:19])[CH:14]=2)[CH:8]=[CH:9][C:4]=1[C:3]([O:2][CH3:1])=[O:22]. The yield is 0.640. (2) The reactants are Br[CH2:2][CH:3]1[CH2:8][CH2:7][CH:6]([CH2:9][O:10][C:11]2[CH:20]=[C:19]3[C:14]([CH2:15][CH2:16][C:17](=[O:21])[NH:18]3)=[CH:13][CH:12]=2)[CH2:5][CH2:4]1.[Na+].[I-].Cl.[Cl:25][C:26]1[C:31]([Cl:32])=[CH:30][CH:29]=[CH:28][C:27]=1[N:33]1[CH2:38][CH2:37][NH:36][CH2:35][CH2:34]1.C([O-])([O-])=O.[K+].[K+]. The catalyst is CC#N. The product is [Cl:25][C:26]1[C:31]([Cl:32])=[CH:30][CH:29]=[CH:28][C:27]=1[N:33]1[CH2:38][CH2:37][N:36]([CH2:2][CH:3]2[CH2:8][CH2:7][CH:6]([CH2:9][O:10][C:11]3[CH:20]=[C:19]4[C:14]([CH2:15][CH2:16][C:17](=[O:21])[NH:18]4)=[CH:13][CH:12]=3)[CH2:5][CH2:4]2)[CH2:35][CH2:34]1. The yield is 0.630. (3) The reactants are [CH2:1]([N:8]([CH3:32])[CH:9]1[CH2:14][CH:13]([C:15](=[O:24])[NH:16][C:17]2[CH:22]=[CH:21][C:20]([Cl:23])=[CH:19][CH:18]=2)[CH2:12][N:11](C(OC(C)(C)C)=O)[CH2:10]1)[C:2]1[CH:7]=[CH:6][CH:5]=[CH:4][CH:3]=1.FC(F)(F)C(O)=O. The catalyst is ClCCl. The product is [CH2:1]([N:8]([CH3:32])[CH:9]1[CH2:10][NH:11][CH2:12][CH:13]([C:15]([NH:16][C:17]2[CH:18]=[CH:19][C:20]([Cl:23])=[CH:21][CH:22]=2)=[O:24])[CH2:14]1)[C:2]1[CH:3]=[CH:4][CH:5]=[CH:6][CH:7]=1. The yield is 0.820. (4) The reactants are [N:1]1[CH:6]=[C:5]([C@@H:7]2[CH2:12][CH2:11][CH2:10][N:8]2[CH3:9])[CH:4]=[CH:3][CH:2]=1.[Br:13][CH2:14][CH2:15]/[CH:16]=[CH:17]\[CH2:18][CH2:19][CH2:20][CH3:21]. The catalyst is CC(O)=O. The product is [BrH:13].[Br-:13].[CH3:9][N:8]1[CH2:10][CH2:11][CH2:12][C@H:7]1[C:5]1[CH:6]=[N+:1]([CH2:14][CH2:15]/[CH:16]=[CH:17]\[CH2:18][CH2:19][CH2:20][CH3:21])[CH:2]=[CH:3][CH:4]=1. The yield is 0.490.